This data is from Reaction yield outcomes from USPTO patents with 853,638 reactions. The task is: Predict the reaction yield, written as a fraction of the theoretical maximum amount of product (1.0 means a 100% yield; for example, 0.34 means a 34% yield). (1) The reactants are [F:1][C:2]1[C:18]([C:19]#[C:20][C:21]([C:24]2[CH:28]=[C:27]([CH:29]=O)[O:26][N:25]=2)([OH:23])[CH3:22])=[CH:17][C:5]2[C:6]3[N:7]([CH:11]=[C:12]([C:14]([NH2:16])=[O:15])[N:13]=3)[CH2:8][CH2:9][O:10][C:4]=2[CH:3]=1.[C:31](=O)([O-])[O-].[K+].[K+]. The catalyst is CO. The product is [C:29]([C:27]1[O:26][N:25]=[C:24]([C:21]([OH:23])([CH3:22])[C:20]#[C:19][C:18]2[C:2]([F:1])=[CH:3][C:4]3[O:10][CH2:9][CH2:8][N:7]4[CH:11]=[C:12]([C:14]([NH2:16])=[O:15])[N:13]=[C:6]4[C:5]=3[CH:17]=2)[CH:28]=1)#[CH:31]. The yield is 0.210. (2) The yield is 0.970. The catalyst is CN(C=O)C. The reactants are [Br:1][C:2]1[CH:3]=[C:4]([N+:12]([O-:14])=[O:13])[C:5]([CH3:11])=[C:6]([CH:10]=1)[C:7]([OH:9])=[O:8].[C:15](=O)([O-])[O-].[Na+].[Na+].CI. The product is [Br:1][C:2]1[CH:3]=[C:4]([N+:12]([O-:14])=[O:13])[C:5]([CH3:11])=[C:6]([CH:10]=1)[C:7]([O:9][CH3:15])=[O:8].